From a dataset of Peptide-MHC class I binding affinity with 185,985 pairs from IEDB/IMGT. Regression. Given a peptide amino acid sequence and an MHC pseudo amino acid sequence, predict their binding affinity value. This is MHC class I binding data. (1) The peptide sequence is SFMQEIPTFL. The binding affinity (normalized) is 0.0485. The MHC is HLA-A68:01 with pseudo-sequence HLA-A68:01. (2) The peptide sequence is LARRPTPKKM. The MHC is HLA-A02:02 with pseudo-sequence HLA-A02:02. The binding affinity (normalized) is 0.0125. (3) The peptide sequence is SQLPPACPV. The MHC is HLA-B18:01 with pseudo-sequence HLA-B18:01. The binding affinity (normalized) is 0.0847. (4) The peptide sequence is YNETWYSA. The MHC is Mamu-B08 with pseudo-sequence Mamu-B08. The binding affinity (normalized) is 0. (5) The peptide sequence is KSFQWTQA. The MHC is H-2-Kb with pseudo-sequence H-2-Kb. The binding affinity (normalized) is 0.297. (6) The peptide sequence is HMYISKKAK. The MHC is HLA-B53:01 with pseudo-sequence HLA-B53:01. The binding affinity (normalized) is 0. (7) The peptide sequence is EPHWIAASI. The MHC is HLA-B53:01 with pseudo-sequence HLA-B53:01. The binding affinity (normalized) is 0.463. (8) The peptide sequence is KSYCQPLPE. The MHC is HLA-A02:03 with pseudo-sequence HLA-A02:03. The binding affinity (normalized) is 0.410. (9) The peptide sequence is CPRIFSHSF. The MHC is HLA-A03:01 with pseudo-sequence HLA-A03:01. The binding affinity (normalized) is 0.0847.